Binary Classification. Given a drug SMILES string, predict its activity (active/inactive) in a high-throughput screening assay against a specified biological target. From a dataset of HIV replication inhibition screening data with 41,000+ compounds from the AIDS Antiviral Screen. (1) The molecule is Brc1ccc(C2CC3(c4ccccc4)ON=C(c4ccccc4)N3c3ccccc3S2)cc1. The result is 0 (inactive). (2) The drug is O=[N+]([O-])c1ccc(C=Cc2csnn2)cc1. The result is 0 (inactive). (3) The compound is C1C2CC3CC1OP(O2)O3. The result is 0 (inactive). (4) The compound is c1ccc2c(c1)ncn2CCn1ccnc1. The result is 0 (inactive). (5) The compound is COc1ccc(NS(=O)c2c(C)cc(C)cc2C)cc1. The result is 0 (inactive). (6) The compound is CC(O)(C=Cc1ccccc1)P(=O)(O)c1ccccc1. The result is 0 (inactive). (7) The compound is O=C(Nc1ccc([N+](=O)[O-])cc1)N(c1ccccc1)c1cc(N2CCOCC2)ccn1. The result is 0 (inactive).